Dataset: Reaction yield outcomes from USPTO patents with 853,638 reactions. Task: Predict the reaction yield, written as a fraction of the theoretical maximum amount of product (1.0 means a 100% yield; for example, 0.34 means a 34% yield). (1) The reactants are [CH3:1][C:2]1([CH3:36])[CH2:7][C:6](=O)[CH2:5][C:4]([CH3:10])([CH3:9])[P:3]1[C:11]1[C:16]([O:17][CH3:18])=[CH:15][CH:14]=[C:13]([O:19][CH3:20])[C:12]=1[C:21]1[C:26]([CH:27]([CH3:29])[CH3:28])=[CH:25][C:24]([CH:30]([CH3:32])[CH3:31])=[CH:23][C:22]=1[CH:33]([CH3:35])[CH3:34].C(O)COCCO.O.NN.[OH-].[K+]. No catalyst specified. The product is [CH3:36][C:2]1([CH3:1])[CH2:7][CH2:6][CH2:5][C:4]([CH3:9])([CH3:10])[P:3]1[C:11]1[C:16]([O:17][CH3:18])=[CH:15][CH:14]=[C:13]([O:19][CH3:20])[C:12]=1[C:21]1[C:26]([CH:27]([CH3:28])[CH3:29])=[CH:25][C:24]([CH:30]([CH3:32])[CH3:31])=[CH:23][C:22]=1[CH:33]([CH3:35])[CH3:34]. The yield is 0.270. (2) The reactants are [N+:1]([C:4]1[CH:15]=[CH:14][C:7]([CH2:8][CH:9]([CH2:12][OH:13])[CH2:10][OH:11])=[CH:6][CH:5]=1)([O-:3])=[O:2].C(N(CC)CC)C.[CH3:23][S:24](Cl)(=[O:26])=[O:25]. The catalyst is ClCCl. The product is [CH3:23][S:24]([O:13][CH2:12][CH:9]([CH2:8][C:7]1[CH:6]=[CH:5][C:4]([N+:1]([O-:3])=[O:2])=[CH:15][CH:14]=1)[CH2:10][O:11][S:24]([CH3:23])(=[O:26])=[O:25])(=[O:26])=[O:25]. The yield is 0.830. (3) The reactants are [CH2:1]1[CH2:6][C@H:5]([C:7]([OH:9])=[O:8])[CH2:4][CH2:3][C@H:2]1[CH2:10][NH2:11].[CH3:12][CH:13]([CH3:33])[CH2:14][C:15]([O:17][CH:18]([O:22][C:23](ON1C(=O)CCC1=O)=[O:24])[CH2:19][CH2:20][CH3:21])=[O:16]. The catalyst is CC(OC)(C)C.CC(C)=O.O. The product is [CH3:33][CH:13]([CH3:12])[CH2:14][C:15]([O:17][CH:18]([O:22][C:23]([NH:11][CH2:10][C@H:2]1[CH2:3][CH2:4][C@H:5]([C:7]([OH:9])=[O:8])[CH2:6][CH2:1]1)=[O:24])[CH2:19][CH2:20][CH3:21])=[O:16]. The yield is 0.150. (4) The reactants are [Cl:1][C:2]1[CH:3]=[CH:4][C:5]2[N:6]([C:8]([CH3:15])=[C:9]([C:11]([F:14])([F:13])[F:12])[N:10]=2)[N:7]=1.[Br:16]N1C(=O)CCC1=O.N(C(C)(C)C#N)=NC(C)(C)C#N. The catalyst is C(#N)C. The product is [Br:16][CH2:15][C:8]1[N:6]2[N:7]=[C:2]([Cl:1])[CH:3]=[CH:4][C:5]2=[N:10][C:9]=1[C:11]([F:14])([F:13])[F:12]. The yield is 0.350. (5) The reactants are Cl[S:2]([C:5]1[C:17]([CH3:18])=[CH:16][C:8]([O:9][CH:10]([CH2:14][CH3:15])C(O)=O)=[CH:7][C:6]=1[CH3:19])(=[O:4])=[O:3].[NH2:20][C@H:21]([C:31]([O:33][CH3:34])=[O:32])[CH2:22][NH:23][C:24]([O:26][C:27]([CH3:30])([CH3:29])[CH3:28])=[O:25].Cl.[C:36]([O-])([OH:38])=[O:37].[Na+].C(O)(=O)CC(CC(O)=O)(C(O)=O)O. The catalyst is O1CCOCC1.O.CCOC(C)=O. The product is [C:27]([O:26][C:24]([NH:23][CH2:22][CH:21]([NH:20][S:2]([C:5]1[C:6]([CH3:19])=[CH:7][C:8]([O:9][CH2:10][CH2:14][CH2:15][C:36]([OH:38])=[O:37])=[CH:16][C:17]=1[CH3:18])(=[O:3])=[O:4])[C:31]([O:33][CH3:34])=[O:32])=[O:25])([CH3:30])([CH3:29])[CH3:28]. The yield is 0.870. (6) The reactants are [CH3:1][CH:2]([CH2:4][CH2:5][CH2:6][C@H:7]([C@@H:9]1[C@:26]2([CH3:27])[C@H:12]([C@H:13]3[C@H:23]([CH2:24][CH2:25]2)[C@:21]2([CH3:22])[C:16]([CH2:17][C@@H:18]([O:28][CH2:29][CH2:30][CH2:31][C:32]([OH:34])=O)[CH2:19][CH2:20]2)=[CH:15][CH2:14]3)[CH2:11][CH2:10]1)[CH3:8])[CH3:3].[NH2:35][CH2:36][CH2:37][O:38][CH2:39][CH2:40][O:41][CH2:42][CH2:43][O:44][CH2:45][CH2:46][O:47][CH2:48][CH2:49][C:50](O)=[O:51]. No catalyst specified. The product is [CH3:3][CH:2]([CH2:4][CH2:5][CH2:6][C@H:7]([C@@H:9]1[C@:26]2([CH3:27])[C@H:12]([C@H:13]3[C@H:23]([CH2:24][CH2:25]2)[C@:21]2([CH3:22])[C:16]([CH2:17][C@@H:18]([O:28][CH2:29][CH2:30][CH2:31][C:32]([CH:50]([OH:51])[CH2:49][CH2:48][O:47][CH2:46][CH2:45][O:44][CH2:43][CH2:42][O:41][CH2:40][CH2:39][O:38][CH2:37][CH2:36][NH2:35])=[O:34])[CH2:19][CH2:20]2)=[CH:15][CH2:14]3)[CH2:11][CH2:10]1)[CH3:8])[CH3:1]. The yield is 0.880. (7) The reactants are Br[C:2]1[CH:7]=[CH:6][CH:5]=[CH:4][C:3]=1[N:8]1[CH2:13][CH2:12][N:11]([C:14]([O:16][C:17]([CH3:20])([CH3:19])[CH3:18])=[O:15])[CH2:10][CH2:9]1.[CH3:21][O:22][C:23]1[N:28]=[CH:27][C:26](B(O)O)=[CH:25][N:24]=1.C(=O)([O-])[O-].[Na+].[Na+].O. The catalyst is CN(C=O)C.C1C=CC(P(C2C=CC=CC=2)C2C=CC=CC=2)=CC=1.C1C=CC(P(C2C=CC=CC=2)C2C=CC=CC=2)=CC=1.Cl[Pd]Cl. The product is [C:17]([O:16][C:14]([N:11]1[CH2:12][CH2:13][N:8]([C:3]2[CH:4]=[CH:5][CH:6]=[CH:7][C:2]=2[C:26]2[CH:25]=[N:24][C:23]([O:22][CH3:21])=[N:28][CH:27]=2)[CH2:9][CH2:10]1)=[O:15])([CH3:20])([CH3:19])[CH3:18]. The yield is 0.540. (8) The reactants are [Cl:1][C:2]1[C:7]([CH2:8][S:9][C:10]2[N:15]=[C:14]([OH:16])[CH:13]=[C:12]([CH3:17])[N:11]=2)=[CH:6][CH:5]=[CH:4][N:3]=1.Cl.O1CCOCC1. The yield is 0.910. The product is [ClH:1].[Cl:1][C:2]1[C:7]([CH2:8][S:9][C:10]2[N:15]=[C:14]([OH:16])[CH:13]=[C:12]([CH3:17])[N:11]=2)=[CH:6][CH:5]=[CH:4][N:3]=1. The catalyst is CO. (9) The reactants are [OH:1][C:2]([CH3:34])([CH3:33])[CH2:3][C@@:4]1([C:27]2[CH:32]=[CH:31][CH:30]=[CH:29][CH:28]=2)[O:9][C:8](=[O:10])[N:7]([C@H:11]([C:13]2[CH:18]=[CH:17][C:16]([C:19]3[CH:24]=[CH:23][N:22]=[C:21]([O:25]C)[CH:20]=3)=[CH:15][CH:14]=2)[CH3:12])[CH2:6][CH2:5]1.[C:35](=O)([O-])[O-].[K+].[K+].IC.Cl. The catalyst is C(#N)C. The product is [OH:1][C:2]([CH3:34])([CH3:33])[CH2:3][C@@:4]1([C:27]2[CH:28]=[CH:29][CH:30]=[CH:31][CH:32]=2)[O:9][C:8](=[O:10])[N:7]([C@H:11]([C:13]2[CH:14]=[CH:15][C:16]([C:19]3[CH:24]=[CH:23][N:22]([CH3:35])[C:21](=[O:25])[CH:20]=3)=[CH:17][CH:18]=2)[CH3:12])[CH2:6][CH2:5]1. The yield is 0.520.